Dataset: Forward reaction prediction with 1.9M reactions from USPTO patents (1976-2016). Task: Predict the product of the given reaction. The product is: [CH2:17]([O:16][C:14]([CH2:13][CH2:12][CH2:11][O:1][C:2]1[CH:9]=[CH:8][C:5]([CH:6]=[O:7])=[CH:4][CH:3]=1)=[O:15])[CH3:18]. Given the reactants [OH:1][C:2]1[CH:9]=[CH:8][C:5]([CH:6]=[O:7])=[CH:4][CH:3]=1.Br[CH2:11][CH2:12][CH2:13][C:14]([O:16][CH2:17][CH3:18])=[O:15].C(=O)([O-])[O-].[K+].[K+], predict the reaction product.